From a dataset of Peptide-MHC class II binding affinity with 134,281 pairs from IEDB. Regression. Given a peptide amino acid sequence and an MHC pseudo amino acid sequence, predict their binding affinity value. This is MHC class II binding data. (1) The peptide sequence is EGKVVQYENLKYTVI. The MHC is DRB1_0802 with pseudo-sequence DRB1_0802. The binding affinity (normalized) is 0.666. (2) The peptide sequence is AAATAGTTYYGAFAA. The MHC is HLA-DPA10103-DPB10401 with pseudo-sequence HLA-DPA10103-DPB10401. The binding affinity (normalized) is 0.224. (3) The peptide sequence is DYDVVYLKPLAGMYK. The MHC is DRB1_0701 with pseudo-sequence DRB1_0701. The binding affinity (normalized) is 0.178. (4) The MHC is DRB1_0404 with pseudo-sequence DRB1_0404. The peptide sequence is LNCNINNVVRIKVPF. The binding affinity (normalized) is 0.348. (5) The peptide sequence is ATAANAAPANDKFTV. The MHC is DRB1_1602 with pseudo-sequence DRB1_1602. The binding affinity (normalized) is 0.228.